This data is from Reaction yield outcomes from USPTO patents with 853,638 reactions. The task is: Predict the reaction yield, written as a fraction of the theoretical maximum amount of product (1.0 means a 100% yield; for example, 0.34 means a 34% yield). The reactants are [CH3:1][C:2]1[CH:7]=[C:6]([CH3:8])[N:5]=[C:4]([N:9]2[CH2:16][CH:15]3[CH:11]([CH2:12][NH:13][CH2:14]3)[CH2:10]2)[N:3]=1.[N:17]1[C:26]2[C:21](=[CH:22][CH:23]=[CH:24][C:25]=2[C:27](O)=[O:28])[CH:20]=[CH:19][CH:18]=1.CN(C(ON1N=NC2C=CC=NC1=2)=[N+](C)C)C.F[P-](F)(F)(F)(F)F.CCN(C(C)C)C(C)C. The catalyst is C(OCC)(=O)C.CN(C=O)C. The product is [CH3:1][C:2]1[CH:7]=[C:6]([CH3:8])[N:5]=[C:4]([N:9]2[CH2:16][CH:15]3[CH2:14][N:13]([C:27]([C:25]4[CH:24]=[CH:23][CH:22]=[C:21]5[C:26]=4[N:17]=[CH:18][CH:19]=[CH:20]5)=[O:28])[CH2:12][CH:11]3[CH2:10]2)[N:3]=1. The yield is 0.662.